From a dataset of Forward reaction prediction with 1.9M reactions from USPTO patents (1976-2016). Predict the product of the given reaction. Given the reactants C([O:4][CH2:5]/[C:6](/[CH3:14])=[CH:7]/[C:8]1[CH:13]=CC=C[CH:9]=1)C=C.[CH:15]1[CH:20]=[CH:19][CH:18]=[CH:17][CH:16]=1, predict the reaction product. The product is: [CH3:14][CH:6]([CH2:7]/[C:8](/[CH3:13])=[CH:9]/[C:15]1[CH:20]=[CH:19][CH:18]=[CH:17][CH:16]=1)[CH:5]=[O:4].